This data is from NCI-60 drug combinations with 297,098 pairs across 59 cell lines. The task is: Regression. Given two drug SMILES strings and cell line genomic features, predict the synergy score measuring deviation from expected non-interaction effect. (1) Drug 1: C1CN1C2=NC(=NC(=N2)N3CC3)N4CC4. Drug 2: C#CCC(CC1=CN=C2C(=N1)C(=NC(=N2)N)N)C3=CC=C(C=C3)C(=O)NC(CCC(=O)O)C(=O)O. Cell line: T-47D. Synergy scores: CSS=14.3, Synergy_ZIP=-3.62, Synergy_Bliss=3.56, Synergy_Loewe=-0.564, Synergy_HSA=-0.0901. (2) Drug 1: C1=C(C(=O)NC(=O)N1)N(CCCl)CCCl. Drug 2: CS(=O)(=O)OCCCCOS(=O)(=O)C. Cell line: NCI-H322M. Synergy scores: CSS=-6.36, Synergy_ZIP=4.35, Synergy_Bliss=0.585, Synergy_Loewe=-4.98, Synergy_HSA=-4.01. (3) Drug 1: C1CC(C1)(C(=O)O)C(=O)O.[NH2-].[NH2-].[Pt+2]. Drug 2: C(CN)CNCCSP(=O)(O)O. Cell line: A498. Synergy scores: CSS=2.71, Synergy_ZIP=-0.0576, Synergy_Bliss=1.71, Synergy_Loewe=-0.434, Synergy_HSA=-0.427. (4) Drug 1: C1CN1P(=S)(N2CC2)N3CC3. Drug 2: C1CNP(=O)(OC1)N(CCCl)CCCl. Cell line: ACHN. Synergy scores: CSS=26.2, Synergy_ZIP=-3.80, Synergy_Bliss=0.986, Synergy_Loewe=-19.0, Synergy_HSA=1.40.